Predict the reactants needed to synthesize the given product. From a dataset of Full USPTO retrosynthesis dataset with 1.9M reactions from patents (1976-2016). (1) The reactants are: [CH2:1]([O:3][C:4]1[CH:9]=[CH:8][C:7]([C@H:10]([C:21]2[CH:26]=[CH:25][CH:24]=[CH:23][C:22]=2[CH3:27])[CH2:11][C:12]([C:14]2[CH:19]=[CH:18][N:17]=[C:16]([CH3:20])[CH:15]=2)=O)=[CH:6][CH:5]=1)[CH3:2].Cl.[NH2:29][OH:30].C(=O)([O-])O.[Na+]. Given the product [CH2:1]([O:3][C:4]1[CH:9]=[CH:8][C:7]([C@H:10]([C:21]2[CH:26]=[CH:25][CH:24]=[CH:23][C:22]=2[CH3:27])[CH2:11][C:12]([C:14]2[CH:19]=[CH:18][N:17]=[C:16]([CH3:20])[CH:15]=2)=[N:29][OH:30])=[CH:6][CH:5]=1)[CH3:2], predict the reactants needed to synthesize it. (2) Given the product [Cl:18][C:19]1[CH:20]=[C:21]([CH:22]=[CH:23][C:24]=1[Cl:25])[O:9][C@@H:7]1[CH2:6][NH:5][C@H:4]([C:3]([O:2][CH3:1])=[O:17])[CH2:8]1, predict the reactants needed to synthesize it. The reactants are: [CH3:1][O:2][C:3](=[O:17])[C@@H:4]1[CH2:8][C@H:7]([OH:9])[CH2:6][N:5]1C(OC(C)(C)C)=O.[Cl:18][C:19]1[CH:20]=[C:21](O)[CH:22]=[CH:23][C:24]=1[Cl:25]. (3) Given the product [F:27][C:28]1[CH:33]=[C:32]([F:34])[CH:31]=[CH:30][C:29]=1[CH:35]1[CH2:44][CH:43]([OH:45])[C:42]2[C:37](=[CH:38][CH:39]=[C:40]([O:46][C:7]3[CH:6]=[CH:5][C:4]([N+:1]([O-:3])=[O:2])=[CH:9][N:8]=3)[CH:41]=2)[O:36]1, predict the reactants needed to synthesize it. The reactants are: [N+:1]([C:4]1[CH:5]=[CH:6][C:7](OC2C=C3C(=CC=2)OC(C2C=CC=CC=2)CC3)=[N:8][CH:9]=1)([O-:3])=[O:2].[F:27][C:28]1[CH:33]=[C:32]([F:34])[CH:31]=[CH:30][C:29]=1[CH:35]1[CH2:44][CH:43]([OH:45])[C:42]2[C:37](=[CH:38][CH:39]=[C:40]([OH:46])[CH:41]=2)[O:36]1.